This data is from Catalyst prediction with 721,799 reactions and 888 catalyst types from USPTO. The task is: Predict which catalyst facilitates the given reaction. (1) Reactant: Cl[C:2]1[N:7]=[C:6]([CH:8]([F:10])[CH3:9])[CH:5]=[CH:4][N:3]=1.C(O)(=O)C.[NH2:15][C:16]1[CH:17]=[C:18]([C:23]2[CH:24]=[N:25][N:26]([CH2:28][C@H:29]([OH:34])[C:30]([O:32][CH3:33])=[O:31])[CH:27]=2)[CH:19]=[C:20]([CH3:22])[CH:21]=1. Product: [F:10][CH:8]([C:6]1[CH:5]=[CH:4][N:3]=[C:2]([NH:15][C:16]2[CH:17]=[C:18]([C:23]3[CH:24]=[N:25][N:26]([CH2:28][C@H:29]([OH:34])[C:30]([O:32][CH3:33])=[O:31])[CH:27]=3)[CH:19]=[C:20]([CH3:22])[CH:21]=2)[N:7]=1)[CH3:9]. The catalyst class is: 38. (2) Reactant: [N-:1]=[N+:2]=[N-:3].[Na+].Br[CH2:6][CH:7]([F:26])[CH2:8][CH2:9][N:10]1[CH:15]=[CH:14][C:13]([NH:16][C:17](=[O:23])[O:18][C:19]([CH3:22])([CH3:21])[CH3:20])=[C:12]([F:24])[C:11]1=[O:25].O. Product: [N:1]([CH2:6][CH:7]([F:26])[CH2:8][CH2:9][N:10]1[CH:15]=[CH:14][C:13]([NH:16][C:17](=[O:23])[O:18][C:19]([CH3:22])([CH3:20])[CH3:21])=[C:12]([F:24])[C:11]1=[O:25])=[N+:2]=[N-:3]. The catalyst class is: 3. (3) Reactant: [OH:1][C:2]1([CH2:21][CH2:22][C:23]2[CH:28]=[CH:27][CH:26]=[CH:25][CH:24]=2)[CH2:20][CH:5]2[CH2:6][N:7]([CH:9]([CH3:19])[C:10]([C:12]3[CH:17]=[CH:16][C:15]([OH:18])=[CH:14][CH:13]=3)=[O:11])[CH2:8][CH:4]2[CH2:3]1.[BH4-].[Na+]. Product: [OH:11][CH:10]([C:12]1[CH:17]=[CH:16][C:15]([OH:18])=[CH:14][CH:13]=1)[CH:9]([N:7]1[CH2:6][CH:5]2[CH2:20][C:2]([CH2:21][CH2:22][C:23]3[CH:28]=[CH:27][CH:26]=[CH:25][CH:24]=3)([OH:1])[CH2:3][CH:4]2[CH2:8]1)[CH3:19]. The catalyst class is: 5. (4) Reactant: [CH2:1]([Sn:5]([CH2:20][CH2:21][CH2:22][CH3:23])([CH2:16][CH2:17][CH2:18][CH3:19])[C:6]1[N:7]=[N:8][N:9]([CH2:11][C:12]([O:14]C)=[O:13])[CH:10]=1)[CH2:2][CH2:3][CH3:4].[Li+].[OH-]. Product: [CH2:20]([Sn:5]([CH2:1][CH2:2][CH2:3][CH3:4])([CH2:16][CH2:17][CH2:18][CH3:19])[C:6]1[N:7]=[N:8][N:9]([CH2:11][C:12]([OH:14])=[O:13])[CH:10]=1)[CH2:21][CH2:22][CH3:23]. The catalyst class is: 20. (5) Reactant: ClC1C(Cl)=CC=CC=1N1CCCN([CH2:16][CH2:17][CH2:18][CH2:19][O:20][C:21]2[CH:30]=[C:29]3[C:24]([CH:25]=[CH:26][C:27](=[O:31])[NH:28]3)=[CH:23][CH:22]=2)CC1.[Na+].[I-].[N:34]1([C:40]2[C:45]3[O:46][CH2:47][C:48](=[O:50])[NH:49][C:44]=3[CH:43]=[CH:42][CH:41]=2)[CH2:39][CH2:38][NH:37][CH2:36][CH2:35]1.C([O-])([O-])=O.[K+].[K+]. Product: [O:31]=[C:27]1[CH2:26][CH2:25][C:24]2[C:29](=[CH:30][C:21]([O:20][CH2:19][CH2:18][CH2:17][CH2:16][N:37]3[CH2:38][CH2:39][N:34]([C:40]4[C:45]5[O:46][CH2:47][C:48](=[O:50])[NH:49][C:44]=5[CH:43]=[CH:42][CH:41]=4)[CH2:35][CH2:36]3)=[CH:22][CH:23]=2)[NH:28]1. The catalyst class is: 23. (6) Reactant: [Cl:1][C:2]1[N:7]=[C:6]([N:8]2[CH2:13][CH2:12][O:11][CH2:10][C@@H:9]2[CH3:14])[CH:5]=[C:4]([CH2:15][S:16]([CH3:19])(=[O:18])=[O:17])[N:3]=1.[CH3:20][C:21](C)([O-])C.[Na+].BrC(Br)C.C(Cl)Cl. Product: [Cl:1][C:2]1[N:7]=[C:6]([N:8]2[CH2:13][CH2:12][O:11][CH2:10][C@@H:9]2[CH3:14])[CH:5]=[C:4]([C:15]2([S:16]([CH3:19])(=[O:18])=[O:17])[CH2:21][CH2:20]2)[N:3]=1. The catalyst class is: 3. (7) Reactant: [OH:1][CH:2]([CH3:15])[CH2:3][O:4][CH2:5][CH2:6][NH:7]C(=O)OC(C)(C)C.[ClH:16]. Product: [ClH:16].[NH2:7][CH2:6][CH2:5][O:4][CH2:3][CH:2]([OH:1])[CH3:15]. The catalyst class is: 8.